Dataset: Catalyst prediction with 721,799 reactions and 888 catalyst types from USPTO. Task: Predict which catalyst facilitates the given reaction. Reactant: [Cl:1][C:2]1[C:3]([C:28]2[CH:29]=[N:30][N:31]3[CH:36]=[CH:35][CH:34]=[CH:33][C:32]=23)=[N:4][C:5]([NH:8][C:9]2[CH:14]=[C:13]([N+:15]([O-])=O)[C:12]([N:18]3[CH2:22][CH2:21][C@H:20]([N:23]([CH3:25])[CH3:24])[CH2:19]3)=[CH:11][C:10]=2[O:26][CH3:27])=[N:6][CH:7]=1.[NH4+].[Cl-].O. Product: [Cl:1][C:2]1[C:3]([C:28]2[CH:29]=[N:30][N:31]3[CH:36]=[CH:35][CH:34]=[CH:33][C:32]=23)=[N:4][C:5]([NH:8][C:9]2[C:10]([O:26][CH3:27])=[CH:11][C:12]([N:18]3[CH2:22][CH2:21][C@H:20]([N:23]([CH3:25])[CH3:24])[CH2:19]3)=[C:13]([NH2:15])[CH:14]=2)=[N:6][CH:7]=1. The catalyst class is: 186.